Dataset: Forward reaction prediction with 1.9M reactions from USPTO patents (1976-2016). Task: Predict the product of the given reaction. (1) Given the reactants C([N:4]1[CH2:9][CH2:8][N:7]([C:10]2[CH:15]=[CH:14][C:13]([C:16]3[NH:25][C:24](=[O:26])[C:23]4[C:18](=[CH:19][C:20]([O:29][CH3:30])=[CH:21][C:22]=4[O:27][CH3:28])[N:17]=3)=[CH:12][CH:11]=2)[CH2:6][CH2:5]1)(=O)C.[OH-].[Na+], predict the reaction product. The product is: [CH3:28][O:27][C:22]1[CH:21]=[C:20]([O:29][CH3:30])[CH:19]=[C:18]2[C:23]=1[C:24](=[O:26])[NH:25][C:16]([C:13]1[CH:14]=[CH:15][C:10]([N:7]3[CH2:6][CH2:5][NH:4][CH2:9][CH2:8]3)=[CH:11][CH:12]=1)=[N:17]2. (2) Given the reactants [CH2:1]([O:8][C:9]1[CH:14]=[C:13](I)[CH:12]=[CH:11][C:10]=1[N:16]1[S:20](=[O:22])(=[O:21])[N:19]([CH2:23][CH2:24][Si:25]([CH3:28])([CH3:27])[CH3:26])[C:18](=[O:29])[CH2:17]1)[C:2]1[CH:7]=[CH:6][CH:5]=[CH:4][CH:3]=1.[C:30]([O:34][C:35]([N:37]1[C@H:46]([CH:47]=[CH2:48])[CH2:45][C:44]2[C:39](=[CH:40][CH:41]=[CH:42][CH:43]=2)[CH2:38]1)=[O:36])([CH3:33])([CH3:32])[CH3:31].CCN(CC)CC.C(C1C=CC(C2C=CC=CC=2)=C(P)C=1C(C)(C)C)(C)(C)C, predict the reaction product. The product is: [C:30]([O:34][C:35]([N:37]1[C@H:46](/[CH:47]=[CH:48]/[C:13]2[CH:12]=[CH:11][C:10]([N:16]3[CH2:17][C:18](=[O:29])[N:19]([CH2:23][CH2:24][Si:25]([CH3:28])([CH3:27])[CH3:26])[S:20]3(=[O:22])=[O:21])=[C:9]([O:8][CH2:1][C:2]3[CH:7]=[CH:6][CH:5]=[CH:4][CH:3]=3)[CH:14]=2)[CH2:45][C:44]2[C:39](=[CH:40][CH:41]=[CH:42][CH:43]=2)[CH2:38]1)=[O:36])([CH3:33])([CH3:32])[CH3:31]. (3) Given the reactants Cl.[F:2][C:3]1[C:8]([NH:9][C:10]2[C:15]([C:16]3[N:24]=[CH:23][N:22]=[C:21]4[C:17]=3[N:18]=[CH:19][N:20]4C3CCCCO3)=[CH:14][CH:13]=[CH:12][N:11]=2)=[C:7]([F:31])[CH:6]=[CH:5][C:4]=1[NH:32][S:33]([C:36]1[CH:41]=[CH:40][C:39]([O:42][C:43]([F:46])([F:45])[F:44])=[CH:38][CH:37]=1)(=[O:35])=[O:34], predict the reaction product. The product is: [N:24]1[C:16]([C:15]2[C:10]([NH:9][C:8]3[C:3]([F:2])=[C:4]([NH:32][S:33]([C:36]4[CH:37]=[CH:38][C:39]([O:42][C:43]([F:45])([F:44])[F:46])=[CH:40][CH:41]=4)(=[O:35])=[O:34])[CH:5]=[CH:6][C:7]=3[F:31])=[N:11][CH:12]=[CH:13][CH:14]=2)=[C:17]2[C:21]([NH:20][CH:19]=[N:18]2)=[N:22][CH:23]=1. (4) Given the reactants [Cl:1][C:2]1[C:3]([CH2:21][O:22][C:23]2[CH:28]=[CH:27][C:26]([S:29]([CH3:32])(=[O:31])=[O:30])=[CH:25][CH:24]=2)=[N:4][CH:5]=[C:6]([C:8]2[CH2:9][CH2:10][N:11]([C:14]([O:16][C:17]([CH3:20])([CH3:19])[CH3:18])=[O:15])[CH2:12][CH:13]=2)[CH:7]=1, predict the reaction product. The product is: [Cl:1][C:2]1[C:3]([CH2:21][O:22][C:23]2[CH:24]=[CH:25][C:26]([S:29]([CH3:32])(=[O:31])=[O:30])=[CH:27][CH:28]=2)=[N:4][CH:5]=[C:6]([CH:8]2[CH2:9][CH2:10][N:11]([C:14]([O:16][C:17]([CH3:20])([CH3:19])[CH3:18])=[O:15])[CH2:12][CH2:13]2)[CH:7]=1. (5) Given the reactants C(OC([N:8]1[CH2:14][CH2:13][CH2:12][N:11]([C:15]2[N:19]([CH2:20][CH2:21][O:22][CH2:23][C:24]#[N:25])[C:18]3[CH:26]=[CH:27][CH:28]=[CH:29][C:17]=3[N:16]=2)[CH2:10][CH2:9]1)=O)(C)(C)C.ClCCl.CO.[IH:35], predict the reaction product. The product is: [IH:35].[C:24]([CH2:23][O:22][CH2:21][CH2:20][N:19]1[C:18]2[CH:26]=[CH:27][CH:28]=[CH:29][C:17]=2[N:16]=[C:15]1[N:11]1[CH2:12][CH2:13][CH2:14][NH:8][CH2:9][CH2:10]1)#[N:25]. (6) Given the reactants Cl[C:2]1[N:7]=[C:6]([N:8]2[CH2:13][CH2:12][N:11]([C:14]([O:16][C:17]([CH3:20])([CH3:19])[CH3:18])=[O:15])[CH2:10][CH2:9]2)[CH:5]=[CH:4][N:3]=1.[F:21][C:22]1[C:27]([F:28])=[CH:26][CH:25]=[CH:24][C:23]=1B(O)O.C(=O)([O-])[O-].[Na+].[Na+].C1(C)C=CC=CC=1, predict the reaction product. The product is: [F:21][C:22]1[C:27]([F:28])=[CH:26][CH:25]=[CH:24][C:23]=1[C:2]1[N:7]=[C:6]([N:8]2[CH2:13][CH2:12][N:11]([C:14]([O:16][C:17]([CH3:20])([CH3:19])[CH3:18])=[O:15])[CH2:10][CH2:9]2)[CH:5]=[CH:4][N:3]=1. (7) Given the reactants Br[CH2:2][CH:3]=[C:4]([CH3:6])[CH3:5].[F:7][C:8]1[C:13]([C:14]([F:17])([F:16])[F:15])=[CH:12][CH:11]=[CH:10][C:9]=1[NH:18][C:19]1[CH:20]=[C:21]2[C:25]3=[C:26]([CH2:28][O:29][CH2:30][CH2:31][N:24]3[C@H:23]3[CH2:32][CH2:33][NH:34][CH2:35][C@@H:22]23)[CH:27]=1, predict the reaction product. The product is: [F:7][C:8]1[C:13]([C:14]([F:16])([F:17])[F:15])=[CH:12][CH:11]=[CH:10][C:9]=1[NH:18][C:19]1[CH:20]=[C:21]2[C:25]3=[C:26]([CH2:28][O:29][CH2:30][CH2:31][N:24]3[C@H:23]3[CH2:32][CH2:33][N:34]([CH2:2][CH:3]=[C:4]([CH3:6])[CH3:5])[CH2:35][C@@H:22]23)[CH:27]=1.